This data is from Forward reaction prediction with 1.9M reactions from USPTO patents (1976-2016). The task is: Predict the product of the given reaction. (1) Given the reactants [Cl:1][C:2]1[CH:7]=[CH:6][CH:5]=[CH:4][C:3]=1[O:8][CH3:9].Cl[CH2:11][CH2:12][C:13](Cl)=[O:14].S(=O)(=O)(O)O, predict the reaction product. The product is: [Cl:1][C:2]1[CH:7]=[C:6]2[C:5]([CH2:11][CH2:12][C:13]2=[O:14])=[CH:4][C:3]=1[O:8][CH3:9]. (2) Given the reactants [Br:1][C:2]1[CH:3]=[C:4]([C:9]2[CH:14]=[CH:13][C:12](/[C:15](/[CH3:35])=[CH:16]/[CH2:17][O:18][C:19]3[CH:24]=[CH:23][C:22]([CH2:25][C@H:26]([O:32][CH2:33][CH3:34])[C:27]([O:29]CC)=[O:28])=[CH:21][CH:20]=3)=[CH:11][CH:10]=2)[CH:5]=[C:6]([Br:8])[CH:7]=1.[OH-].[Na+], predict the reaction product. The product is: [Br:1][C:2]1[CH:3]=[C:4]([C:9]2[CH:10]=[CH:11][C:12](/[C:15](/[CH3:35])=[CH:16]/[CH2:17][O:18][C:19]3[CH:24]=[CH:23][C:22]([CH2:25][C@H:26]([O:32][CH2:33][CH3:34])[C:27]([OH:29])=[O:28])=[CH:21][CH:20]=3)=[CH:13][CH:14]=2)[CH:5]=[C:6]([Br:8])[CH:7]=1. (3) Given the reactants C(OC([N:8]1[CH2:13][CH2:12][CH:11]([O:14][C:15]2[CH:20]=[CH:19][CH:18]=[C:17]([F:21])[CH:16]=2)[CH2:10][CH2:9]1)=O)(C)(C)C.FC(F)(F)C(O)=O, predict the reaction product. The product is: [F:21][C:17]1[CH:16]=[C:15]([CH:20]=[CH:19][CH:18]=1)[O:14][CH:11]1[CH2:10][CH2:9][NH:8][CH2:13][CH2:12]1. (4) Given the reactants Br[CH2:2][CH2:3]Br.[C:5]([O:11][CH3:12])(=[O:10])[CH2:6][C:7]([CH3:9])=[O:8], predict the reaction product. The product is: [CH3:12][O:11][C:5]([C:6]1([C:7](=[O:8])[CH3:9])[CH2:3][CH2:2]1)=[O:10]. (5) Given the reactants [Cl:1][C:2]1[C:11]2[C:6](=[CH:7][CH:8]=[CH:9][CH:10]=2)[C:5]([N:12]2[CH2:17][CH2:16][N:15](C(OC(C)(C)C)=O)[CH:14]([C:25]([O:27][CH3:28])=[O:26])[CH2:13]2)=[N:4][N:3]=1.FC(F)(F)C(O)=O.C(=O)(O)[O-].[Na+], predict the reaction product. The product is: [Cl:1][C:2]1[C:11]2[C:6](=[CH:7][CH:8]=[CH:9][CH:10]=2)[C:5]([N:12]2[CH2:17][CH2:16][NH:15][CH:14]([C:25]([O:27][CH3:28])=[O:26])[CH2:13]2)=[N:4][N:3]=1. (6) Given the reactants [NH2:1][CH2:2][C@:3]([C:6]1[CH:11]=[C:10]([Br:12])[CH:9]=[CH:8][C:7]=1[F:13])([OH:5])[CH3:4].[N+:14]([C:17]1[CH:22]=[CH:21][CH:20]=[CH:19][C:18]=1[S:23](Cl)(=[O:25])=[O:24])([O-:16])=[O:15].[OH-].[Na+], predict the reaction product. The product is: [Br:12][C:10]1[CH:9]=[CH:8][C:7]([F:13])=[C:6]([C@@:3]([OH:5])([CH3:4])[CH2:2][NH:1][S:23]([C:18]2[CH:19]=[CH:20][CH:21]=[CH:22][C:17]=2[N+:14]([O-:16])=[O:15])(=[O:24])=[O:25])[CH:11]=1. (7) Given the reactants Br[C:2]1[CH:11]=[CH:10][C:9]([CH:12]2[CH2:14][CH2:13]2)=[CH:8][C:3]=1[C:4]([O:6][CH3:7])=[O:5].[CH2:15]([N:22]1[C:30]2[C:25](=[CH:26][C:27]([NH2:31])=[CH:28][CH:29]=2)[CH:24]=[N:23]1)[C:16]1[CH:21]=[CH:20][CH:19]=[CH:18][CH:17]=1.C(=O)([O-])[O-].[Cs+].[Cs+].C1(C)C=CC=CC=1, predict the reaction product. The product is: [CH2:15]([N:22]1[C:30]2[C:25](=[CH:26][C:27]([NH:31][C:2]3[CH:11]=[CH:10][C:9]([CH:12]4[CH2:14][CH2:13]4)=[CH:8][C:3]=3[C:4]([O:6][CH3:7])=[O:5])=[CH:28][CH:29]=2)[CH:24]=[N:23]1)[C:16]1[CH:17]=[CH:18][CH:19]=[CH:20][CH:21]=1.